Regression/Classification. Given a drug SMILES string, predict its absorption, distribution, metabolism, or excretion properties. Task type varies by dataset: regression for continuous measurements (e.g., permeability, clearance, half-life) or binary classification for categorical outcomes (e.g., BBB penetration, CYP inhibition). For this dataset (solubility_aqsoldb), we predict Y. From a dataset of Aqueous solubility values for 9,982 compounds from the AqSolDB database. (1) The drug is CNC(=O)N(C)c1nc2ccccc2s1. The Y is -3.57 log mol/L. (2) The drug is CCC(=O)OCC(C)C. The Y is -1.88 log mol/L. (3) The compound is CCO[Si](CCCSSCCC[Si](OCC)(OCC)OCC)(OCC)OCC. The Y is -5.68 log mol/L. (4) The compound is O=C(O)CCCc1ccc(N(CCCl)CCCl)cc1. The Y is -3.40 log mol/L.